This data is from Reaction yield outcomes from USPTO patents with 853,638 reactions. The task is: Predict the reaction yield, written as a fraction of the theoretical maximum amount of product (1.0 means a 100% yield; for example, 0.34 means a 34% yield). The reactants are Cl.[CH3:2][C:3]1([CH3:24])[CH:12]=[CH:11][C:10]2[C:5](=[C:6]([CH2:13][N:14]3[CH2:18][CH2:17][C:16]4([CH2:23][CH2:22][NH:21][CH2:20][CH2:19]4)[CH2:15]3)[CH:7]=[CH:8][CH:9]=2)[O:4]1.[C:25](O)(=[O:32])[C:26]1[CH:31]=[CH:30][N:29]=[CH:28][CH:27]=1.CCN=C=NCCCN(C)C.C1C=CC2N(O)N=NC=2C=1.CCN(CC)CC. The catalyst is C(Cl)Cl. The product is [CH3:2][C:3]1([CH3:24])[CH:12]=[CH:11][C:10]2[C:5](=[C:6]([CH2:13][N:14]3[CH2:18][CH2:17][C:16]4([CH2:23][CH2:22][N:21]([C:25](=[O:32])[C:26]5[CH:31]=[CH:30][N:29]=[CH:28][CH:27]=5)[CH2:20][CH2:19]4)[CH2:15]3)[CH:7]=[CH:8][CH:9]=2)[O:4]1. The yield is 0.510.